This data is from Catalyst prediction with 721,799 reactions and 888 catalyst types from USPTO. The task is: Predict which catalyst facilitates the given reaction. (1) Reactant: FC(F)(F)/C=C/[C:5]([OH:7])=[O:6].[C:10](Cl)(=O)C(Cl)=O.Cl.Cl.[NH2:18][CH2:19][CH2:20][NH:21][C:22]1[S:23][C:24]([NH:32][CH3:33])=[C:25]([C:27]([O:29][CH2:30][CH3:31])=[O:28])[N:26]=1.CCOP(O)N([CH:42]([CH3:44])[CH3:43])C(C)C. Product: [C:42]([O:7][C:5]([NH:18][CH2:19][CH2:20][NH:21][C:22]1[S:23][C:24]([NH:32][CH3:33])=[C:25]([C:27]([O:29][CH2:30][CH3:31])=[O:28])[N:26]=1)=[O:6])([CH3:44])([CH3:10])[CH3:43]. The catalyst class is: 4. (2) Reactant: [NH2:1][C:2]1[CH:3]=[CH:4][C:5]([OH:25])=[C:6]([CH:24]=1)[C:7]([NH:9][C:10]1[CH:15]=[C:14]([C:16]([F:19])([F:18])[F:17])[CH:13]=[C:12]([C:20]([F:23])([F:22])[F:21])[CH:11]=1)=[O:8].[C:26](OC(=O)C)(=[O:28])[CH3:27]. Product: [C:26]([NH:1][C:2]1[CH:3]=[CH:4][C:5]([OH:25])=[C:6]([CH:24]=1)[C:7]([NH:9][C:10]1[CH:11]=[C:12]([C:20]([F:21])([F:22])[F:23])[CH:13]=[C:14]([C:16]([F:17])([F:18])[F:19])[CH:15]=1)=[O:8])(=[O:28])[CH3:27]. The catalyst class is: 52.